Dataset: Full USPTO retrosynthesis dataset with 1.9M reactions from patents (1976-2016). Task: Predict the reactants needed to synthesize the given product. (1) Given the product [CH3:1][C:2]1[CH:3]=[C:4]2[C:8](=[CH:9][CH:10]=1)[N:7]([C:14]1[CH:19]=[CH:18][CH:17]=[CH:16][CH:15]=1)[C:6](=[O:11])[C:5]2=[O:12], predict the reactants needed to synthesize it. The reactants are: [CH3:1][C:2]1[CH:3]=[C:4]2[C:8](=[CH:9][CH:10]=1)[NH:7][C:6](=[O:11])[C:5]2=[O:12].I[C:14]1[CH:19]=[CH:18][CH:17]=[CH:16][CH:15]=1. (2) Given the product [CH3:29][CH:30]([N:25]1[CH2:26][CH2:27][CH2:28][C@H:23]([CH2:22][O:21][C:18]2[CH:19]=[CH:20][C:15]([N:12]3[CH2:13][CH2:14][N:9]([C:7]([C:1]4[CH:2]=[CH:3][CH:4]=[CH:5][CH:6]=4)=[O:8])[CH2:10][CH2:11]3)=[CH:16][CH:17]=2)[CH2:24]1)[CH3:32], predict the reactants needed to synthesize it. The reactants are: [C:1]1([C:7]([N:9]2[CH2:14][CH2:13][N:12]([C:15]3[CH:20]=[CH:19][C:18]([O:21][CH2:22][C@H:23]4[CH2:28][CH2:27][CH2:26][NH:25][CH2:24]4)=[CH:17][CH:16]=3)[CH2:11][CH2:10]2)=[O:8])[CH:6]=[CH:5][CH:4]=[CH:3][CH:2]=1.[CH3:29][C:30]([CH3:32])=O. (3) Given the product [N:27]1[C:26]2[CH:30]=[CH:31][S:32][C:25]=2[C:24]([NH:22][C:21]2[C:17]([C:15]([NH:14][C:11]3[CH:12]=[CH:13][C:8]([CH2:7][N:1]4[CH2:6][CH2:5][O:4][CH2:3][CH2:2]4)=[CH:9][CH:10]=3)=[O:16])=[N:18][NH:19][CH:20]=2)=[N:29][CH:28]=1, predict the reactants needed to synthesize it. The reactants are: [N:1]1([CH2:7][C:8]2[CH:13]=[CH:12][C:11]([NH:14][C:15]([C:17]3[C:21]([NH2:22])=[CH:20][NH:19][N:18]=3)=[O:16])=[CH:10][CH:9]=2)[CH2:6][CH2:5][O:4][CH2:3][CH2:2]1.Cl[C:24]1[C:25]2[S:32][CH:31]=[CH:30][C:26]=2[N:27]=[CH:28][N:29]=1. (4) Given the product [CH3:1][CH2:2][CH2:3][CH2:4][CH2:5][CH2:6][CH2:7][CH2:8][CH2:9][C:10]1[CH:11]=[CH:12][C:13]([O:16][CH2:17][CH2:18][O:19][CH2:20][CH2:21][O:22][CH2:23][CH2:24][O:25][CH2:26][CH2:27][O:28][CH2:29][CH2:30][OH:31])=[CH:14][CH:15]=1.[CH2:10]1[CH2:15][CH2:14][CH2:13][CH2:12][CH2:11]1, predict the reactants needed to synthesize it. The reactants are: [CH3:1][CH2:2][CH2:3][CH2:4][CH2:5][CH2:6][CH2:7][CH2:8][CH2:9][C:10]1[CH:15]=[CH:14][C:13]([O:16][CH2:17][CH2:18][O:19][CH2:20][CH2:21][O:22][CH2:23][CH2:24][O:25][CH2:26][CH2:27][O:28][CH2:29][CH2:30][OH:31])=[CH:12][CH:11]=1. (5) Given the product [CH3:18][CH2:17][O:19][C:20]1[CH:29]=[CH:28][CH:27]=[CH:26][C:21]=1[O:22][CH2:23][CH2:24][NH:25][C@@H:10]([CH2:9][C:6]1[CH:7]=[CH:8][C:3]([O:2][CH3:1])=[C:4]([S:13]([NH2:16])(=[O:15])=[O:14])[CH:5]=1)[CH3:11].[ClH:32], predict the reactants needed to synthesize it. The reactants are: [CH3:1][O:2][C:3]1[CH:8]=[CH:7][C:6]([CH2:9][C:10](=O)[CH3:11])=[CH:5][C:4]=1[S:13]([NH2:16])(=[O:15])=[O:14].[CH2:17]([O:19][C:20]1[CH:29]=[CH:28][CH:27]=[CH:26][C:21]=1[O:22][CH2:23][CH2:24][NH2:25])[CH3:18].[H][H].[ClH:32].